Dataset: Peptide-MHC class I binding affinity with 185,985 pairs from IEDB/IMGT. Task: Regression. Given a peptide amino acid sequence and an MHC pseudo amino acid sequence, predict their binding affinity value. This is MHC class I binding data. (1) The peptide sequence is PQLSAIALG. The MHC is HLA-A02:01 with pseudo-sequence HLA-A02:01. The binding affinity (normalized) is 0. (2) The peptide sequence is VTFGARASF. The MHC is HLA-C04:01 with pseudo-sequence HLA-C04:01. The binding affinity (normalized) is 0.0847.